From a dataset of Catalyst prediction with 721,799 reactions and 888 catalyst types from USPTO. Predict which catalyst facilitates the given reaction. (1) Reactant: C1(S([N:10]2[C:14]3=[N:15][CH:16]=[C:17]([Cl:19])[CH:18]=[C:13]3[C:12]([CH2:20][C:21]3[CH:22]=[CH:23][C:24]([NH2:27])=[N:25][CH:26]=3)=[CH:11]2)(=O)=O)C=CC=CC=1.[F:28][C:29]([F:41])([F:40])[CH2:30][O:31][C:32]1[N:37]=[CH:36][C:35]([CH:38]=O)=[CH:34][CH:33]=1.C([BH3-])#N.[OH-].[K+].C(=O)([O-])[O-].[K+].[K+]. Product: [Cl:19][C:17]1[CH:18]=[C:13]2[C:12]([CH2:20][C:21]3[CH:22]=[CH:23][C:24]([NH:27][CH2:38][C:35]4[CH:36]=[N:37][C:32]([O:31][CH2:30][C:29]([F:41])([F:28])[F:40])=[CH:33][CH:34]=4)=[N:25][CH:26]=3)=[CH:11][NH:10][C:14]2=[N:15][CH:16]=1. The catalyst class is: 212. (2) Reactant: CS(O[CH2:6][CH2:7][CH2:8][CH2:9][CH2:10][CH2:11][C:12]([F:18])([F:17])[C:13]([F:16])([F:15])[F:14])(=O)=O.[I-:19].[Na+]. Product: [F:14][C:13]([F:16])([F:15])[C:12]([F:18])([F:17])[CH2:11][CH2:10][CH2:9][CH2:8][CH2:7][CH2:6][I:19]. The catalyst class is: 95. (3) Reactant: [F:1][C:2]1[CH:15]=[CH:14][C:13]2[C:4](=[C:5]([CH3:16])[N:6]=[C:7]3[C:12]=2[CH:11]=[CH:10][CH:9]=[CH:8]3)[CH:3]=1.[BH4-].[Na+].FC(F)(F)C(O)=O.C1C=CC2C3C=CC=CC=3NCC=2C=1.C(N(CC)CC)C.[CH3:47][O:48][C:49]1[CH:50]=[C:51]([S:55](Cl)(=[O:57])=[O:56])[CH:52]=[CH:53][CH:54]=1. Product: [CH:2]1[CH:15]=[CH:14][C:13]2[C:12]3[CH:11]=[CH:10][CH:9]=[CH:8][C:7]=3[NH:6][CH2:5][C:4]=2[CH:3]=1.[F:1][C:2]1[CH:3]=[C:4]2[C:13](=[CH:14][CH:15]=1)[C:12]1[CH:11]=[CH:10][CH:9]=[CH:8][C:7]=1[N:6]([S:55]([C:51]1[CH:52]=[CH:53][CH:54]=[C:49]([O:48][CH3:47])[CH:50]=1)(=[O:57])=[O:56])[CH:5]2[CH3:16]. The catalyst class is: 217. (4) Reactant: CC(OI1(OC(C)=O)(OC(C)=O)OC(=O)C2C=CC=CC1=2)=O.[OH:23][CH:24]([C:36]1[N:40]([CH3:41])[N:39]=[N:38][CH:37]=1)[CH:25]1[CH2:28][N:27]([C:29]([O:31][C:32]([CH3:35])([CH3:34])[CH3:33])=[O:30])[CH2:26]1.S([O-])([O-])(=O)=S.[Na+].[Na+].C(=O)(O)[O-].[Na+]. Product: [CH3:41][N:40]1[C:36]([C:24]([CH:25]2[CH2:28][N:27]([C:29]([O:31][C:32]([CH3:35])([CH3:34])[CH3:33])=[O:30])[CH2:26]2)=[O:23])=[CH:37][N:38]=[N:39]1. The catalyst class is: 46.